From a dataset of M1 muscarinic receptor agonist screen with 61,833 compounds. Binary Classification. Given a drug SMILES string, predict its activity (active/inactive) in a high-throughput screening assay against a specified biological target. (1) The compound is Clc1nc2sccn2c1C1C2=C(NC3=C1C(=O)CCC3)CCCC2=O. The result is 0 (inactive). (2) The molecule is O=C(Nc1ccc(cc1)C)c1cc(N(C)C)ccc1[PH+](O)=O. The result is 0 (inactive). (3) The compound is S(=O)(=O)(Nc1sc(nn1)C(C)C)c1ccc(OC)cc1. The result is 0 (inactive). (4) The drug is O=C1N(C(CC1)C(=O)NC)Cc1ccc(cc1)C. The result is 0 (inactive). (5) The molecule is O=C(N1CCN(CC1)c1nc2c(cc1C#N)cc(c(c2)C)C)c1c(OC)cccc1. The result is 0 (inactive). (6) The drug is Clc1cc(N2CCN(C(=O)C3CCCN(S(=O)(=O)c4[nH]cnc4)C3)CC2)c(cc1)C. The result is 0 (inactive). (7) The compound is S(=O)(=O)(Nc1nc2c(nc1Sc1n(C)cnn1)cccc2)c1ccccc1. The result is 0 (inactive).